Dataset: TCR-epitope binding with 47,182 pairs between 192 epitopes and 23,139 TCRs. Task: Binary Classification. Given a T-cell receptor sequence (or CDR3 region) and an epitope sequence, predict whether binding occurs between them. (1) The epitope is SLVKPSFYV. The TCR CDR3 sequence is CASSLGGQPQHF. Result: 0 (the TCR does not bind to the epitope). (2) The epitope is LPPIVAKEI. The TCR CDR3 sequence is CSATDSMNTEAFF. Result: 0 (the TCR does not bind to the epitope). (3) The epitope is YFPLQSYGF. The TCR CDR3 sequence is CASGMNLGADTQYF. Result: 1 (the TCR binds to the epitope). (4) The epitope is MMISAGFSL. The TCR CDR3 sequence is CASSQDSGVTDTQYF. Result: 0 (the TCR does not bind to the epitope). (5) The epitope is NLVPMVATV. The TCR CDR3 sequence is CASSLSVGLVETQYF. Result: 1 (the TCR binds to the epitope). (6) The epitope is GTSGSPIIDK. The TCR CDR3 sequence is CASSPQTGVDGELFF. Result: 1 (the TCR binds to the epitope). (7) The epitope is AYILFTRFFYV. The TCR CDR3 sequence is CASGTGQGQWETQYF. Result: 0 (the TCR does not bind to the epitope). (8) The epitope is TLVPQEHYV. The TCR CDR3 sequence is CSVLTSGNYNEQFF. Result: 1 (the TCR binds to the epitope). (9) The epitope is RLRAEAQVK. The TCR CDR3 sequence is CASSGSDQAQHF. Result: 1 (the TCR binds to the epitope).